From a dataset of Full USPTO retrosynthesis dataset with 1.9M reactions from patents (1976-2016). Predict the reactants needed to synthesize the given product. (1) Given the product [N+:10]([C:7]1[CH:8]=[CH:9][C:4]([CH2:3][CH2:2][S:15][C:13](=[O:16])[CH3:14])=[CH:5][CH:6]=1)([O-:12])=[O:11], predict the reactants needed to synthesize it. The reactants are: Br[CH2:2][CH2:3][C:4]1[CH:9]=[CH:8][C:7]([N+:10]([O-:12])=[O:11])=[CH:6][CH:5]=1.[C:13]([O-:16])(=[S:15])[CH3:14].[K+]. (2) Given the product [CH3:3][NH:5][C@H:7]1[CH2:12][CH2:11][C@H:10]([OH:13])[CH2:9][CH2:8]1, predict the reactants needed to synthesize it. The reactants are: FC(F)(F)[C:3]([N:5]([CH:7]1[CH2:12][CH2:11][CH:10]([OH:13])[CH2:9][CH2:8]1)C)=O. (3) Given the product [ClH:21].[F:20][C:2]([F:1])([F:19])[C@@H:3]([O:18][C:29](=[O:30])[NH:28][C:25]1[CH:26]=[CH:27][C:22]([Cl:21])=[CH:23][CH:24]=1)[CH2:4][N:5]1[CH2:10][CH2:9][O:8][CH:7]([C:11]2[CH:16]=[CH:15][C:14]([F:17])=[CH:13][CH:12]=2)[CH2:6]1, predict the reactants needed to synthesize it. The reactants are: [F:1][C:2]([F:20])([F:19])[C@@H:3]([OH:18])[CH2:4][N:5]1[CH2:10][CH2:9][O:8][CH:7]([C:11]2[CH:16]=[CH:15][C:14]([F:17])=[CH:13][CH:12]=2)[CH2:6]1.[Cl:21][C:22]1[CH:27]=[CH:26][C:25]([N:28]=[C:29]=[O:30])=[CH:24][CH:23]=1.